Dataset: Forward reaction prediction with 1.9M reactions from USPTO patents (1976-2016). Task: Predict the product of the given reaction. Given the reactants [CH3:1][N:2]1[CH2:7][CH2:6][N:5]([CH2:8][C:9]2[CH:10]=[CH:11][C:12]([C:15](OC)=[O:16])=[N:13][CH:14]=2)[CH2:4][CH2:3]1.[BH4-].[Na+], predict the reaction product. The product is: [CH3:1][N:2]1[CH2:7][CH2:6][N:5]([CH2:8][C:9]2[CH:10]=[CH:11][C:12]([CH2:15][OH:16])=[N:13][CH:14]=2)[CH2:4][CH2:3]1.